Dataset: NCI-60 drug combinations with 297,098 pairs across 59 cell lines. Task: Regression. Given two drug SMILES strings and cell line genomic features, predict the synergy score measuring deviation from expected non-interaction effect. (1) Drug 1: C1C(C(OC1N2C=C(C(=O)NC2=O)F)CO)O. Drug 2: CN1C(=O)N2C=NC(=C2N=N1)C(=O)N. Cell line: SK-MEL-5. Synergy scores: CSS=1.86, Synergy_ZIP=-1.20, Synergy_Bliss=4.59, Synergy_Loewe=-14.0, Synergy_HSA=0.318. (2) Drug 1: C1=NC(=NC(=O)N1C2C(C(C(O2)CO)O)O)N. Drug 2: C1CN(CCN1C(=O)CCBr)C(=O)CCBr. Cell line: K-562. Synergy scores: CSS=60.3, Synergy_ZIP=0.859, Synergy_Bliss=0.995, Synergy_Loewe=-10.2, Synergy_HSA=7.15. (3) Drug 1: CN(C)N=NC1=C(NC=N1)C(=O)N. Drug 2: CC1CCC2CC(C(=CC=CC=CC(CC(C(=O)C(C(C(=CC(C(=O)CC(OC(=O)C3CCCCN3C(=O)C(=O)C1(O2)O)C(C)CC4CCC(C(C4)OC)OCCO)C)C)O)OC)C)C)C)OC. Cell line: PC-3. Synergy scores: CSS=27.2, Synergy_ZIP=-10.7, Synergy_Bliss=-5.32, Synergy_Loewe=-52.8, Synergy_HSA=-4.81. (4) Drug 1: COC1=CC(=CC(=C1O)OC)C2C3C(COC3=O)C(C4=CC5=C(C=C24)OCO5)OC6C(C(C7C(O6)COC(O7)C8=CC=CS8)O)O. Drug 2: CC1C(C(CC(O1)OC2CC(OC(C2O)C)OC3=CC4=CC5=C(C(=O)C(C(C5)C(C(=O)C(C(C)O)O)OC)OC6CC(C(C(O6)C)O)OC7CC(C(C(O7)C)O)OC8CC(C(C(O8)C)O)(C)O)C(=C4C(=C3C)O)O)O)O. Cell line: K-562. Synergy scores: CSS=52.6, Synergy_ZIP=4.43, Synergy_Bliss=4.77, Synergy_Loewe=0.347, Synergy_HSA=4.76.